This data is from Peptide-MHC class II binding affinity with 134,281 pairs from IEDB. The task is: Regression. Given a peptide amino acid sequence and an MHC pseudo amino acid sequence, predict their binding affinity value. This is MHC class II binding data. (1) The peptide sequence is IDGVKLESMGVYQILAIYSTVASSL. The MHC is DRB1_1101 with pseudo-sequence DRB1_1101. The binding affinity (normalized) is 0.148. (2) The peptide sequence is EPGKNPKNFQTMPGT. The MHC is DRB4_0101 with pseudo-sequence DRB4_0103. The binding affinity (normalized) is 0.0759. (3) The peptide sequence is YTVFETALKKAITAM. The MHC is DRB1_1201 with pseudo-sequence DRB1_1201. The binding affinity (normalized) is 0.236. (4) The MHC is DRB3_0202 with pseudo-sequence DRB3_0202. The peptide sequence is YDKFLANVSTVLYGK. The binding affinity (normalized) is 1.00. (5) The peptide sequence is IGRSTELQNITFDML. The MHC is DRB1_0101 with pseudo-sequence DRB1_0101. The binding affinity (normalized) is 0.531. (6) The binding affinity (normalized) is 0.162. The peptide sequence is LNFKFDWDKLEEDVR. The MHC is DRB1_0101 with pseudo-sequence DRB1_0101. (7) The peptide sequence is QYLAGLSTLPGNGN. The MHC is DRB1_0301 with pseudo-sequence DRB1_0301. The binding affinity (normalized) is 0. (8) The peptide sequence is NVQSLGWNIITFKDK. The MHC is DRB1_0801 with pseudo-sequence DRB1_0801. The binding affinity (normalized) is 0.362. (9) The peptide sequence is LLTWIKMLAAKNLPI. The MHC is DRB1_0802 with pseudo-sequence DRB1_0802. The binding affinity (normalized) is 0.628. (10) The peptide sequence is AKAIITPVVFYRSGT. The MHC is HLA-DQA10101-DQB10501 with pseudo-sequence HLA-DQA10101-DQB10501. The binding affinity (normalized) is 0.0963.